This data is from Catalyst prediction with 721,799 reactions and 888 catalyst types from USPTO. The task is: Predict which catalyst facilitates the given reaction. (1) Reactant: C(OC(=O)[NH:7][CH2:8][CH2:9][NH:10][C:11]1[CH:16]=[CH:15][C:14]([C:17]#[N:18])=[CH:13][N:12]=1)(C)(C)C.[ClH:20]. Product: [ClH:20].[ClH:20].[NH2:7][CH2:8][CH2:9][NH:10][C:11]1[CH:16]=[CH:15][C:14]([C:17]#[N:18])=[CH:13][N:12]=1. The catalyst class is: 12. (2) Reactant: [OH:1][C:2]1[C:7]2[C@@:8]3([OH:46])[C@@:21]([O:25][CH3:26])([C@H:22]([OH:24])[CH2:23][C:6]=2[CH:5]=[C:4]([CH3:47])[C:3]=1[C:48]([O:50][CH3:51])=[O:49])[C:20](=[O:27])[C:19]1[C:10](=[CH:11][C:12]2[C:13](=[O:44])[C:14]([NH:30][C@@H:31]4[C@H:36]([O:37][CH3:38])[C:35](=[N:39][OH:40])[C@@H:34]([O:41][CH3:42])[C@H:33]([CH3:43])[O:32]4)=[CH:15][C:16](=[O:29])[C:17]=2[C:18]=1[OH:28])[C:9]3=[O:45].Cl.O(N)[CH3:54].N1C=CC=CC=1. Product: [CH3:38][O:37][C@H:36]1[C@@H:31]([NH:30][C:14]2[C:13](=[O:44])[C:12]3[CH:11]=[C:10]4[C:19]([C:20](=[O:27])[C@@:21]5([O:25][CH3:26])[C@@:8]([OH:46])([C:9]4=[O:45])[C:7]4[C:2]([OH:1])=[C:3]([C:48]([O:50][CH3:51])=[O:49])[C:4]([CH3:47])=[CH:5][C:6]=4[CH2:23][C@H:22]5[OH:24])=[C:18]([OH:28])[C:17]=3[C:16](=[O:29])[CH:15]=2)[O:32][C@@H:33]([CH3:43])[C@H:34]([O:41][CH3:42])/[C:35]/1=[N:39]/[O:40][CH3:54]. The catalyst class is: 5. (3) Reactant: [OH:1][C:2]1[CH:7]=[CH:6][C:5]([NH:8][C:9]2[C:14]([N+:15]([O-])=O)=[CH:13][N:12]=[C:11]([O:18][C:19]3[CH:20]=[C:21]([NH:25][C:26](=[O:28])[CH3:27])[CH:22]=[CH:23][CH:24]=3)[CH:10]=2)=[CH:4][CH:3]=1.[H][H]. Product: [NH2:15][C:14]1[C:9]([NH:8][C:5]2[CH:4]=[CH:3][C:2]([OH:1])=[CH:7][CH:6]=2)=[CH:10][C:11]([O:18][C:19]2[CH:20]=[C:21]([NH:25][C:26](=[O:28])[CH3:27])[CH:22]=[CH:23][CH:24]=2)=[N:12][CH:13]=1. The catalyst class is: 19.